Task: Predict the product of the given reaction.. Dataset: Forward reaction prediction with 1.9M reactions from USPTO patents (1976-2016) (1) Given the reactants [OH-].[K+].[CH3:3]N(N=O)C(N)=O.[Cl:10][C:11]1[N:12]=[CH:13][N:14]([CH2:40][O:41][CH2:42][CH2:43][Si:44]([CH3:47])([CH3:46])[CH3:45])[C:15]=1[C:16]([NH:18][CH2:19][C:20]1[CH:25]=[CH:24][C:23]([Cl:26])=[C:22]([O:27][C:28]2[CH:33]=[C:32]([CH2:34][CH:35]=[CH2:36])[CH:31]=[C:30]([C:37]#[N:38])[CH:29]=2)[C:21]=1[F:39])=[O:17], predict the reaction product. The product is: [Cl:10][C:11]1[N:12]=[CH:13][N:14]([CH2:40][O:41][CH2:42][CH2:43][Si:44]([CH3:47])([CH3:46])[CH3:45])[C:15]=1[C:16]([NH:18][CH2:19][C:20]1[CH:25]=[CH:24][C:23]([Cl:26])=[C:22]([O:27][C:28]2[CH:33]=[C:32]([CH2:34][CH:35]3[CH2:3][CH2:36]3)[CH:31]=[C:30]([C:37]#[N:38])[CH:29]=2)[C:21]=1[F:39])=[O:17]. (2) Given the reactants [F:1][C:2]1[CH:10]=[CH:9][C:8]([NH:11][C:12](=[O:14])[CH3:13])=[C:7]2[C:3]=1C=C[NH:6]2.[Al+3].[Cl-].[Cl-].[Cl-].Cl[C:20]([C:22]([CH2:24][CH3:25])=[O:23])=[O:21].[C:26]([O-:29])(O)=O.[Na+].[CH2:31](Cl)Cl, predict the reaction product. The product is: [C:12]([NH:11][C:8]1[CH:9]=[CH:10][C:2]([F:1])=[C:3]2[C:7]=1[NH:6][CH:25]=[C:24]2[C:22](=[O:23])[C:20]([O:29][CH2:26][CH3:31])=[O:21])(=[O:14])[CH3:13]. (3) The product is: [CH:1]([N:14]1[CH2:19][CH2:18][N:17]([CH2:20][CH:21]2[O:25][C:24](=[O:26])[N:23]([CH2:27][CH2:54][C:55]3[CH:60]=[CH:59][C:58]([O:61][CH3:62])=[CH:57][CH:56]=3)[CH2:22]2)[CH2:16][CH2:15]1)([C:2]1[CH:3]=[CH:4][CH:5]=[CH:6][CH:7]=1)[C:8]1[CH:9]=[CH:10][CH:11]=[CH:12][CH:13]=1. Given the reactants [CH:1]([N:14]1[CH2:19][CH2:18][N:17]([CH2:20][CH:21]2[O:25][C:24](=[O:26])[N:23]([CH2:27]C3C=CC(F)=CC=3)[CH2:22]2)[CH2:16][CH2:15]1)([C:8]1[CH:13]=[CH:12][CH:11]=[CH:10][CH:9]=1)[C:2]1[CH:7]=[CH:6][CH:5]=[CH:4][CH:3]=1.CC1C=CC(S(OCC2OC(=O)N(C[CH2:54][C:55]3[CH:60]=[CH:59][C:58]([O:61][CH3:62])=[CH:57][CH:56]=3)C2)(=O)=O)=CC=1.CC1C=CC(S(OCC2OC(=O)N(CC3C=CC(F)=CC=3)C2)(=O)=O)=CC=1, predict the reaction product. (4) Given the reactants [CH3:1][O:2][C:3](=[O:25])/[CH:4]=[CH:5]/[C:6]1[CH:11]=[CH:10][C:9]([C:12]([N:14]2[CH2:20][CH2:19][CH2:18][CH2:17][C:16]3[CH:21]=[CH:22][CH:23]=[CH:24][C:15]2=3)=[O:13])=[CH:8][CH:7]=1, predict the reaction product. The product is: [CH3:1][O:2][C:3](=[O:25])[CH2:4][CH2:5][C:6]1[CH:7]=[CH:8][C:9]([C:12]([N:14]2[CH2:20][CH2:19][CH2:18][CH2:17][C:16]3[CH:21]=[CH:22][CH:23]=[CH:24][C:15]2=3)=[O:13])=[CH:10][CH:11]=1. (5) Given the reactants [CH3:1][P:2]([C:5]1[CH:10]=[CH:9][C:8]([NH:11][C:12]2[N:20]=[CH:19][N:18]=[C:17]3[C:13]=2[N:14]=[CH:15][N:16]3[CH:21]=[CH2:22])=[CH:7][CH:6]=1)([CH3:4])=[O:3].[Cl:23][C:24]1[C:29](I)=[C:28]([CH3:31])[CH:27]=[CH:26][N:25]=1.C1(C)C=CC=CC=1P(C1C=CC=CC=1C)C1C=CC=CC=1C, predict the reaction product. The product is: [Cl:23][C:24]1[C:29](/[CH:22]=[CH:21]/[N:16]2[CH:15]=[N:14][C:13]3[C:17]2=[N:18][CH:19]=[N:20][C:12]=3[NH:11][C:8]2[CH:9]=[CH:10][C:5]([P:2]([CH3:1])([CH3:4])=[O:3])=[CH:6][CH:7]=2)=[C:28]([CH3:31])[CH:27]=[CH:26][N:25]=1. (6) Given the reactants [CH2:1]([C:4]1[N:9]=[C:8]([C:10]2[CH:11]=[N:12][C:13]3[C:18]([CH:19]=2)=[CH:17][CH:16]=[CH:15][CH:14]=3)[NH:7][C:6](=[O:20])[CH:5]=1)[CH2:2][CH3:3].C(N(CC)CC)C.[F:28][C:29]([F:42])([F:41])[S:30](O[S:30]([C:29]([F:42])([F:41])[F:28])(=[O:32])=[O:31])(=[O:32])=[O:31], predict the reaction product. The product is: [CH2:1]([C:4]1[N:9]=[C:8]([C:10]2[CH:11]=[N:12][C:13]3[C:18]([CH:19]=2)=[CH:17][CH:16]=[CH:15][CH:14]=3)[N:7]=[C:6]([O:20][S:30]([C:29]([F:42])([F:41])[F:28])(=[O:32])=[O:31])[CH:5]=1)[CH2:2][CH3:3]. (7) The product is: [CH:1]([O:4][C:5]1[CH:10]=[CH:9][C:8]([C:11]2[N:12]=[C:13]([CH:24]3[CH2:25][CH2:26][N:27]([C:34](=[O:40])[N:51]([OH:52])[CH3:50])[CH2:28][CH2:29]3)[O:14][C:15]=2[C:16]2[CH:21]=[CH:20][C:19]([O:22][CH3:23])=[CH:18][CH:17]=2)=[CH:7][CH:6]=1)([CH3:3])[CH3:2]. Given the reactants [CH:1]([O:4][C:5]1[CH:10]=[CH:9][C:8]([C:11]2[N:12]=[C:13]([CH:24]3[CH2:29][CH2:28][NH:27][CH2:26][CH2:25]3)[O:14][C:15]=2[C:16]2[CH:21]=[CH:20][C:19]([O:22][CH3:23])=[CH:18][CH:17]=2)=[CH:7][CH:6]=1)([CH3:3])[CH3:2].ClC(Cl)(O[C:34](=[O:40])OC(Cl)(Cl)Cl)Cl.C(N(CC)CC)C.Cl.[CH3:50][NH:51][OH:52].[Cl-].[NH4+], predict the reaction product. (8) The product is: [CH3:19][O:18][C:11]1[C:10]([CH:2]2[N:1]([CH2:25][C:24]3[CH:27]=[CH:28][C:21]([F:20])=[C:22]([C:29]4[CH:34]=[CH:33][CH:32]=[CH:31][N:30]=4)[CH:23]=3)[C:6](=[O:8])[CH2:5][CH2:4][CH2:3]2)=[C:15]([O:16][CH3:17])[CH:14]=[CH:13][N:12]=1. Given the reactants [NH2:1][CH:2]([C:10]1[C:11]([O:18][CH3:19])=[N:12][CH:13]=[CH:14][C:15]=1[O:16][CH3:17])[CH2:3][CH2:4][CH2:5][C:6]([O:8]C)=O.[F:20][C:21]1[CH:28]=[CH:27][C:24]([CH:25]=O)=[CH:23][C:22]=1[C:29]1[CH:34]=[CH:33][CH:32]=[CH:31][N:30]=1, predict the reaction product.